From a dataset of Catalyst prediction with 721,799 reactions and 888 catalyst types from USPTO. Predict which catalyst facilitates the given reaction. (1) Reactant: [O:1]=[C:2]1[NH:16][C:5]2([C:13]3[CH:12]=[CH:11][CH:10]=[C:9]([C:14]#[N:15])[C:8]=3[CH2:7][CH2:6]2)[C:4](=[O:17])[NH:3]1.Br[CH2:19][C:20]([O:22][C:23]([CH3:26])([CH3:25])[CH3:24])=[O:21].C([O-])([O-])=O.[K+].[K+]. Product: [C:14]([C:9]1[CH:10]=[CH:11][CH:12]=[C:13]2[C:8]=1[CH2:7][CH2:6][C:5]12[C:4](=[O:17])[N:3]([CH2:19][C:20]([O:22][C:23]([CH3:26])([CH3:25])[CH3:24])=[O:21])[C:2](=[O:1])[NH:16]1)#[N:15]. The catalyst class is: 6. (2) Reactant: Cl[CH2:2][CH2:3][C:4]12[CH2:10][CH:7]([CH2:8][CH2:9]1)[CH:6]=[CH:5]2.CS(C)=O.[C-:15]#[N:16].[Na+]. Product: [C:15]([CH2:2][CH2:3][C:4]12[CH2:10][CH:7]([CH2:8][CH2:9]1)[CH:6]=[CH:5]2)#[N:16]. The catalyst class is: 237. (3) Reactant: C1C=CC2N(O)N=NC=2C=1.CCN=C=NCCCN(C)C.[Cl:22][C:23]1[CH:24]=[C:25]([CH:29]=[CH:30][C:31]=1[O:32][CH:33]([CH3:35])[CH3:34])[C:26]([OH:28])=O.[F:36][C:37]1[CH:38]=[C:39]2[C:43](=[C:44](/[C:46](/[NH:49]O)=[N:47]/[H])[CH:45]=1)[NH:42][CH:41]=[C:40]2[CH2:51][CH2:52][C:53]([O:55][CH2:56][CH3:57])=[O:54].CCCC[N+](CCCC)(CCCC)CCCC.[F-]. Product: [Cl:22][C:23]1[CH:24]=[C:25]([C:26]2[O:28][N:47]=[C:46]([C:44]3[CH:45]=[C:37]([F:36])[CH:38]=[C:39]4[C:43]=3[NH:42][CH:41]=[C:40]4[CH2:51][CH2:52][C:53]([O:55][CH2:56][CH3:57])=[O:54])[N:49]=2)[CH:29]=[CH:30][C:31]=1[O:32][CH:33]([CH3:35])[CH3:34]. The catalyst class is: 1. (4) Reactant: [N:1]1[C:14]2[C:5](=[CH:6][CH:7]=[C:8]3[C:13]=2[N:12]=[CH:11][CH:10]=[CH:9]3)[CH:4]=[CH:3][CH:2]=1.[Br-].[K+].S(=O)(=O)(O)[OH:18].[N+]([O-])(O)=O.[OH-:26].[Na+]. Product: [N:1]1[C:14]2[C:13]3[C:8](=[CH:9][CH:10]=[CH:11][N:12]=3)[C:7](=[O:26])[C:6](=[O:18])[C:5]=2[CH:4]=[CH:3][CH:2]=1. The catalyst class is: 6. (5) Reactant: [F:1][C:2]1[CH:3]=[C:4]([C:9]2[O:10][C:11]3[CH:17]=[C:16]([O:18][CH2:19][C@@H:20]([NH:22][C:23](=[O:25])[CH3:24])[CH3:21])[CH:15]=[CH:14][C:12]=3[N:13]=2)[CH:5]=[CH:6][C:7]=1[OH:8].C(=O)([O-])[O-].[K+].[K+].[CH2:32](I)[CH3:33]. Product: [CH2:32]([O:8][C:7]1[CH:6]=[CH:5][C:4]([C:9]2[O:10][C:11]3[CH:17]=[C:16]([O:18][CH2:19][C@@H:20]([NH:22][C:23](=[O:25])[CH3:24])[CH3:21])[CH:15]=[CH:14][C:12]=3[N:13]=2)=[CH:3][C:2]=1[F:1])[CH3:33]. The catalyst class is: 39.